Predict the product of the given reaction. From a dataset of Forward reaction prediction with 1.9M reactions from USPTO patents (1976-2016). (1) Given the reactants [Si]([O:8][CH2:9][C@@H:10]1[C@H:14]2[O:15][C:16]([CH3:19])([CH3:18])[O:17][C@H:13]2[C@H:12]([N:20]2[CH:28]=[N:27][C:26]3[C:21]2=[N:22][CH:23]=[N:24][C:25]=3[CH2:29][CH2:30][O:31][CH3:32])[O:11]1)(C(C)(C)C)(C)C.F, predict the reaction product. The product is: [CH3:32][O:31][CH2:30][CH2:29][C:25]1[N:24]=[CH:23][N:22]=[C:21]2[C:26]=1[N:27]=[CH:28][N:20]2[C@H:12]1[C@@H:13]2[O:17][C:16]([CH3:18])([CH3:19])[O:15][C@@H:14]2[C@@H:10]([CH2:9][OH:8])[O:11]1. (2) Given the reactants [OH:1][C:2]1[C:11]2[C:6](=[CH:7][CH:8]=[CH:9][CH:10]=2)[CH:5]=[CH:4][C:3]=1[C:12]([OH:14])=O.CN(C(ON1N=NC2C=CC=CC1=2)=[N+](C)C)C.F[P-](F)(F)(F)(F)F.C(N(C(C)C)C(C)C)C.[NH2:48][C:49]1[CH:111]=[CH:110][C:52]([C:53]([NH:55][C:56]2[CH:57]=[C:58]3[C:63](=[CH:64][CH:65]=2)[N:62]=[C:61]([N:66]2[CH2:71][C@@H:70]([NH:72][C:73]([O:75][C:76]([CH3:79])([CH3:78])[CH3:77])=[O:74])[CH2:69][C@@H:68]([NH:80][C:81]([O:83][C:84]([CH3:87])([CH3:86])[CH3:85])=[O:82])[CH2:67]2)[C:60]([N:88]2[CH2:93][C@@H:92]([NH:94][C:95]([O:97][C:98]([CH3:101])([CH3:100])[CH3:99])=[O:96])[CH2:91][C@@H:90]([NH:102][C:103]([O:105][C:106]([CH3:109])([CH3:108])[CH3:107])=[O:104])[CH2:89]2)=[N:59]3)=[O:54])=[CH:51][CH:50]=1, predict the reaction product. The product is: [C:76]([O:75][C:73]([NH:72][C@@H:70]1[CH2:69][C@H:68]([NH:80][C:81]([O:83][C:84]([CH3:85])([CH3:86])[CH3:87])=[O:82])[CH2:67][N:66]([C:61]2[C:60]([N:88]3[CH2:93][C@@H:92]([NH:94][C:95]([O:97][C:98]([CH3:101])([CH3:100])[CH3:99])=[O:96])[CH2:91][C@@H:90]([NH:102][C:103]([O:105][C:106]([CH3:108])([CH3:107])[CH3:109])=[O:104])[CH2:89]3)=[N:59][C:58]3[C:63](=[CH:64][CH:65]=[C:56]([NH:55][C:53]([C:52]4[CH:110]=[CH:111][C:49]([NH:48][C:12]([C:3]5[CH:4]=[CH:5][C:6]6[C:11](=[CH:10][CH:9]=[CH:8][CH:7]=6)[C:2]=5[OH:1])=[O:14])=[CH:50][CH:51]=4)=[O:54])[CH:57]=3)[N:62]=2)[CH2:71]1)=[O:74])([CH3:77])([CH3:78])[CH3:79]. (3) Given the reactants C(OC([N:8]1[CH2:17][CH2:16][C:15]2[NH:14][N:13]=[C:12]([C:18]3[CH:23]=[CH:22][C:21]([Cl:24])=[CH:20][CH:19]=3)[C:11]=2[CH2:10][CH2:9]1)=O)(C)(C)C.C(OC(C1OC(Cl)=CC=1)=O)C.C(OC(N1CCC2N([CH2:53][C:54]3[O:55][C:56]([C:59]([O:61][CH2:62][CH3:63])=[O:60])=[CH:57][CH:58]=3)N=C(C3C=CC(Cl)=CC=3)C=2CC1)=O)(C)(C)C, predict the reaction product. The product is: [CH2:62]([O:61][C:59]([C:56]1[O:55][C:54]([CH2:53][N:13]2[C:12]([C:18]3[CH:19]=[CH:20][C:21]([Cl:24])=[CH:22][CH:23]=3)=[C:11]3[C:15]([CH2:16][CH2:17][NH:8][CH2:9][CH2:10]3)=[N:14]2)=[CH:58][CH:57]=1)=[O:60])[CH3:63].